Dataset: NCI-60 drug combinations with 297,098 pairs across 59 cell lines. Task: Regression. Given two drug SMILES strings and cell line genomic features, predict the synergy score measuring deviation from expected non-interaction effect. Drug 1: CC1=CC2C(CCC3(C2CCC3(C(=O)C)OC(=O)C)C)C4(C1=CC(=O)CC4)C. Drug 2: C1CC(=O)NC(=O)C1N2C(=O)C3=CC=CC=C3C2=O. Cell line: OVCAR3. Synergy scores: CSS=-2.54, Synergy_ZIP=8.64, Synergy_Bliss=11.9, Synergy_Loewe=2.10, Synergy_HSA=1.31.